Dataset: Forward reaction prediction with 1.9M reactions from USPTO patents (1976-2016). Task: Predict the product of the given reaction. (1) Given the reactants C[O:2][C:3](=[O:32])[C:4]1[CH:9]=[CH:8][C:7]([NH:10][C:11]2[S:12][C:13]3[CH:19]=[C:18]([CH:20]([N:27]4[CH:31]=[CH:30][N:29]=[CH:28]4)[CH:21]([N:24]([CH3:26])[CH3:25])[CH2:22][CH3:23])[CH:17]=[CH:16][C:14]=3[N:15]=2)=[CH:6][CH:5]=1.O.[OH-].[Li+], predict the reaction product. The product is: [CH3:25][N:24]([CH3:26])[CH:21]([CH2:22][CH3:23])[CH:20]([C:18]1[CH:17]=[CH:16][C:14]2[N:15]=[C:11]([NH:10][C:7]3[CH:8]=[CH:9][C:4]([C:3]([OH:32])=[O:2])=[CH:5][CH:6]=3)[S:12][C:13]=2[CH:19]=1)[N:27]1[CH:31]=[CH:30][N:29]=[CH:28]1. (2) Given the reactants [CH3:1][C:2]([C:4]1[C:13]([OH:14])=[CH:12][C:11]2[C:10]([CH3:16])([CH3:15])[CH2:9][CH2:8][C:7]([CH3:18])([CH3:17])[C:6]=2[CH:5]=1)=O.C1(C)C=CC=CC=1.COC1C=CC(P2(SP(C3C=CC(OC)=CC=3)(=S)S2)=[S:35])=CC=1, predict the reaction product. The product is: [OH:14][C:13]1[C:4]([C:2](=[S:35])[CH3:1])=[CH:5][C:6]2[C:7]([CH3:18])([CH3:17])[CH2:8][CH2:9][C:10]([CH3:16])([CH3:15])[C:11]=2[CH:12]=1.